From a dataset of Forward reaction prediction with 1.9M reactions from USPTO patents (1976-2016). Predict the product of the given reaction. (1) Given the reactants [C:1]([O:5][C:6]([N:8]1[C:12]2[CH:13]=[CH:14][C:15]([F:17])=[CH:16][C:11]=2[N:10]=[C:9]1[C:18]1[CH:23]=[C:22](Br)[CH:21]=[CH:20][C:19]=1[Cl:25])=[O:7])([CH3:4])([CH3:3])[CH3:2].[CH2:26]([O:28][C:29]([CH:31]1[CH2:36][CH2:35][NH:34][CH2:33][CH2:32]1)=[O:30])[CH3:27].C(=O)([O-])[O-].[Cs+].[Cs+].C1C=CC(P(C2C(C3C(P(C4C=CC=CC=4)C4C=CC=CC=4)=CC=C4C=3C=CC=C4)=C3C(C=CC=C3)=CC=2)C2C=CC=CC=2)=CC=1, predict the reaction product. The product is: [C:1]([O:5][C:6]([N:8]1[C:12]2[CH:13]=[CH:14][C:15]([F:17])=[CH:16][C:11]=2[N:10]=[C:9]1[C:18]1[CH:23]=[C:22]([N:34]2[CH2:35][CH2:36][CH:31]([C:29]([O:28][CH2:26][CH3:27])=[O:30])[CH2:32][CH2:33]2)[CH:21]=[CH:20][C:19]=1[Cl:25])=[O:7])([CH3:4])([CH3:3])[CH3:2]. (2) Given the reactants [C:1](O)(=O)[CH3:2].C(N1C=CN=C1)(N1C=CN=C1)=O.[OH:17][NH:18][C:19]([C:21]1[C:22]2[CH:23]=[CH:24][C:25]([NH:31][CH2:32][C:33]3[CH:38]=[CH:37][CH:36]=[CH:35][C:34]=3[O:39][CH3:40])=[N:26][C:27]=2[CH:28]=[CH:29][CH:30]=1)=[NH:20], predict the reaction product. The product is: [CH3:40][O:39][C:34]1[CH:35]=[CH:36][CH:37]=[CH:38][C:33]=1[CH2:32][NH:31][C:25]1[CH:24]=[CH:23][C:22]2[C:27](=[CH:28][CH:29]=[CH:30][C:21]=2[C:19]2[N:20]=[C:1]([CH3:2])[O:17][N:18]=2)[N:26]=1. (3) Given the reactants [Cl:1][C:2]1[S:6][C:5]([C:7]2[CH:8]=[C:9]([C:20](=O)[CH3:21])[CH:10]=[CH:11][C:12]=2[O:13][CH:14]2[CH2:19][CH2:18][O:17][CH2:16][CH2:15]2)=[CH:4][CH:3]=1.CO.C([BH3-])#[N:26].[Na+].FC(F)(F)C(O)=O, predict the reaction product. The product is: [Cl:1][C:2]1[S:6][C:5]([C:7]2[CH:8]=[C:9]([CH:20]([NH2:26])[CH3:21])[CH:10]=[CH:11][C:12]=2[O:13][CH:14]2[CH2:19][CH2:18][O:17][CH2:16][CH2:15]2)=[CH:4][CH:3]=1. (4) Given the reactants [Cl:1][C:2]1[CH:7]=[CH:6][C:5]([C@@H:8]2[C@@H:13]([C@@H:14]([O:16][C:17]3[CH:22]=[CH:21][C:20](Cl)=[C:19](Cl)[CH:18]=3)[CH3:15])[CH2:12][CH2:11][N:10]([C:25]([CH:27]3[CH2:32][CH2:31][N:30]([C:33]4[CH:38]=[CH:37][C:36]([C:39]#[N:40])=[CH:35][N:34]=4)[CH2:29][CH2:28]3)=[O:26])[CH2:9]2)=[CH:4][CH:3]=1.N1CCCCC1.C(N1CC[C@H]([C@H]([OH:62])C)[C@@H](C2C=CC(Cl)=CC=2)C1)C1C=CC=CC=1.[F:70]C1C=C(O)C=CC=1.ClC(OC(Cl)=O)C.CCN(C(C)C)C(C)C, predict the reaction product. The product is: [C:39]([C:36]1[CH:37]=[CH:38][C:33]([N:30]2[CH2:31][CH2:32][CH:27]([C:25]([OH:26])=[O:62])[CH2:28][CH2:29]2)=[N:34][CH:35]=1)#[N:40].[Cl:1][C:2]1[CH:7]=[CH:6][C:5]([C@@H:8]2[C@@H:13]([C@@H:14]([O:16][C:17]3[CH:22]=[CH:21][CH:20]=[C:19]([F:70])[CH:18]=3)[CH3:15])[CH2:12][CH2:11][N:10]([C:25]([CH:27]3[CH2:32][CH2:31][N:30]([C:33]4[CH:38]=[CH:37][C:36]([C:39]#[N:40])=[CH:35][N:34]=4)[CH2:29][CH2:28]3)=[O:26])[CH2:9]2)=[CH:4][CH:3]=1. (5) The product is: [F:1][C:2]1[CH:10]=[CH:9][C:5]2[C:6](=[O:8])[O:7][C:13](=[O:15])[NH:11][C:4]=2[CH:3]=1. Given the reactants [F:1][C:2]1[CH:3]=[C:4]([NH2:11])[C:5](=[CH:9][CH:10]=1)[C:6]([OH:8])=[O:7].Cl[C:13](Cl)([O:15]C(=O)OC(Cl)(Cl)Cl)Cl.C(=O)([O-])O.[Na+], predict the reaction product. (6) Given the reactants [CH:1]([Si:3]([CH:7]=[CH2:8])([CH:5]=[CH2:6])[Cl:4])=[CH2:2].[Cl:9][Si:10]([Cl:17])([Cl:16])[CH2:11][CH2:12][SiH:13]([Cl:15])[Cl:14], predict the reaction product. The product is: [Cl:14][Si:13]([Cl:15])([CH2:12][CH2:11][Si:10]([Cl:17])([Cl:16])[Cl:9])[CH2:2][CH2:1][Si:3]([CH2:7][CH2:8][Si:13]([Cl:15])([Cl:14])[CH2:12][CH2:11][Si:10]([Cl:17])([Cl:16])[Cl:9])([CH2:5][CH2:6][Si:13]([Cl:15])([Cl:14])[CH2:12][CH2:11][Si:10]([Cl:17])([Cl:16])[Cl:9])[Cl:4]. (7) Given the reactants [CH3:1][O:2][C:3](=[O:32])[CH2:4][C:5]1[CH:10]=[CH:9][CH:8]=[C:7]([CH2:11][NH:12][CH2:13][CH2:14][CH2:15][N:16]2[C:24](=[O:25])[NH:23][C:22]3[C:17]2=[N:18][C:19]([O:27][CH2:28][CH2:29][CH2:30][CH3:31])=[N:20][C:21]=3[NH2:26])[CH:6]=1.C(N(C(C)C)CC)(C)C.Cl.[CH3:43][N:44]1[CH2:49][CH2:48][CH:47]([C:50](O)=[O:51])[CH2:46][CH2:45]1.CN(C(ON1N=NC2C=CC=NC1=2)=[N+](C)C)C.F[P-](F)(F)(F)(F)F, predict the reaction product. The product is: [CH3:1][O:2][C:3](=[O:32])[CH2:4][C:5]1[CH:10]=[CH:9][CH:8]=[C:7]([CH2:11][N:12]([CH2:13][CH2:14][CH2:15][N:16]2[C:24](=[O:25])[NH:23][C:22]3[C:17]2=[N:18][C:19]([O:27][CH2:28][CH2:29][CH2:30][CH3:31])=[N:20][C:21]=3[NH2:26])[C:50]([CH:47]2[CH2:48][CH2:49][N:44]([CH3:43])[CH2:45][CH2:46]2)=[O:51])[CH:6]=1. (8) The product is: [O:1]=[C:2]1[N:7]([CH2:8][C:9]2[CH:10]=[CH:11][CH:12]=[CH:13][CH:14]=2)[C@@H:6]([C:15]([NH:42][CH2:35][C:36]2[CH:41]=[CH:40][CH:39]=[CH:38][CH:37]=2)=[O:17])[CH2:5][O:4][CH2:3]1. Given the reactants [O:1]=[C:2]1[N:7]([CH2:8][C:9]2[CH:14]=[CH:13][CH:12]=[CH:11][CH:10]=2)[C@@H:6]([C:15]([OH:17])=O)[CH2:5][O:4][CH2:3]1.ON1C2C=CC=CC=2N=N1.CN1CCOCC1.[CH2:35]([NH2:42])[C:36]1[CH:41]=[CH:40][CH:39]=[CH:38][CH:37]=1.Cl.CN(C)CCCN=C=NCC, predict the reaction product. (9) Given the reactants [CH3:1][O:2][C:3]1[N:8]=[C:7]([O:9][CH3:10])[C:6]([C:11]2[CH:20]=[C:19]3[C:14]([C:15](Cl)=[C:16]([C:21]([NH2:23])=[O:22])[CH:17]=[N:18]3)=[CH:13][CH:12]=2)=[CH:5][N:4]=1.[NH2:25][C:26]1[CH:27]=[C:28]([NH:32][C:33](=[O:38])[C:34]([F:37])([F:36])[F:35])[CH:29]=[CH:30][CH:31]=1, predict the reaction product. The product is: [F:35][C:34]([F:37])([F:36])[C:33]([OH:38])=[O:2].[CH3:1][O:2][C:3]1[N:8]=[C:7]([O:9][CH3:10])[C:6]([C:11]2[CH:20]=[C:19]3[C:14]([C:15]([NH:25][C:26]4[CH:31]=[CH:30][CH:29]=[C:28]([NH:32][C:33](=[O:38])[C:34]([F:35])([F:36])[F:37])[CH:27]=4)=[C:16]([C:21]([NH2:23])=[O:22])[CH:17]=[N:18]3)=[CH:13][CH:12]=2)=[CH:5][N:4]=1.